This data is from Full USPTO retrosynthesis dataset with 1.9M reactions from patents (1976-2016). The task is: Predict the reactants needed to synthesize the given product. (1) Given the product [F:20][C:16]1([C:13]2[CH:14]=[CH:15][C:10]([C:4]3[S:3][C:2]([NH:1][C:22]4[CH:23]=[CH:24][CH:25]=[C:26]([CH2:28][O:29][CH2:30][C:31]([OH:33])([CH3:32])[CH3:34])[N:27]=4)=[C:6]([C:7]([NH2:9])=[O:8])[CH:5]=3)=[CH:11][CH:12]=2)[CH2:17][O:18][CH2:19]1, predict the reactants needed to synthesize it. The reactants are: [NH2:1][C:2]1[S:3][C:4]([C:10]2[CH:15]=[CH:14][C:13]([C:16]3([F:20])[CH2:19][O:18][CH2:17]3)=[CH:12][CH:11]=2)=[CH:5][C:6]=1[C:7]([NH2:9])=[O:8].Br[C:22]1[N:27]=[C:26]([CH2:28][O:29][CH2:30][C:31]([CH3:34])([OH:33])[CH3:32])[CH:25]=[CH:24][CH:23]=1.C([O-])([O-])=O.[K+].[K+].CC(C1C=C(C(C)C)C(C2C=CC=CC=2P(C2CCCCC2)C2CCCCC2)=C(C(C)C)C=1)C.C(O)(CC)(C)C. (2) Given the product [NH2:22][C:21]1[C:20]2[C:15](=[CH:16][CH:17]=[C:18]([C:25]([N:74]([CH2:73][CH2:72][N:71]([CH2:76][CH3:77])[CH2:69][CH3:70])[CH3:75])=[O:27])[CH:19]=2)[NH:14][C:13]=1[C:7]1[C:6](=[O:28])[NH:5][C:4]2[C:9](=[CH:10][C:11]([Cl:12])=[C:2]([Cl:1])[CH:3]=2)[N:8]=1, predict the reactants needed to synthesize it. The reactants are: [Cl:1][C:2]1[CH:3]=[C:4]2[C:9](=[CH:10][C:11]=1[Cl:12])[N:8]=[C:7]([C:13]1[NH:14][C:15]3[C:20]([C:21]=1[N+:22]([O-])=O)=[CH:19][C:18]([C:25]([OH:27])=O)=[CH:17][CH:16]=3)[C:6](=[O:28])[NH:5]2.CCN(CC)CC.C1CN([P+](ON2N=NC3C=CC=CC2=3)(N2CCCC2)N2CCCC2)CC1.F[P-](F)(F)(F)(F)F.[CH2:69]([N:71]([CH2:76][CH3:77])[CH2:72][CH2:73][NH:74][CH3:75])[CH3:70].Cl[Sn]Cl. (3) Given the product [CH3:6][O:5][C:1](=[O:4])[CH2:2][S:3][CH2:17][CH2:16][C:15]([O:19][CH3:20])=[O:18], predict the reactants needed to synthesize it. The reactants are: [C:1]([O:5][CH3:6])(=[O:4])[CH2:2][SH:3].N1CCCCC1.N#N.[C:15]([O:19][CH3:20])(=[O:18])[CH:16]=[CH2:17].C([O-])(=O)C=C.Cl. (4) Given the product [CH3:1][N:2]([CH3:22])[C:3]1[CH:8]=[CH:7][C:6]([C:9]([C:13]2[CH:18]=[CH:17][C:16]([N:19]([CH3:21])[CH3:20])=[CH:15][CH:14]=2)=[C:10]([P:34]([C:41]2[CH:42]=[CH:43][CH:44]=[CH:45][CH:46]=2)[C:35]2[CH:40]=[CH:39][CH:38]=[CH:37][CH:36]=2)[CH3:11])=[CH:5][CH:4]=1, predict the reactants needed to synthesize it. The reactants are: [CH3:1][N:2]([CH3:22])[C:3]1[CH:8]=[CH:7][C:6]([C:9]([C:13]2[CH:18]=[CH:17][C:16]([N:19]([CH3:21])[CH3:20])=[CH:15][CH:14]=2)=[C:10](Br)[CH3:11])=[CH:5][CH:4]=1.C1COCC1.C([Li])CCC.Cl[P:34]([C:41]1[CH:46]=[CH:45][CH:44]=[CH:43][CH:42]=1)[C:35]1[CH:40]=[CH:39][CH:38]=[CH:37][CH:36]=1. (5) Given the product [CH3:35][C:19]1[C:18]2[C:22](=[CH:23][CH:24]=[CH:25][C:17]=2[CH:1]=[CH2:2])[N:21]([S:26]([C:29]2[CH:34]=[CH:33][CH:32]=[CH:31][CH:30]=2)(=[O:28])=[O:27])[CH:20]=1, predict the reactants needed to synthesize it. The reactants are: [CH2:1]([Sn](CCCC)(CCCC)C=C)[CH2:2]CC.Br[C:17]1[CH:25]=[CH:24][CH:23]=[C:22]2[C:18]=1[C:19]([CH3:35])=[CH:20][N:21]2[S:26]([C:29]1[CH:34]=[CH:33][CH:32]=[CH:31][CH:30]=1)(=[O:28])=[O:27]. (6) Given the product [CH:1]1([C:4]2[CH:5]=[C:6]([C:7]([O:9][CH2:10][CH3:11])=[O:8])[C:19]3[C:15]([CH3:14])=[N:16][N:17]([CH:21]([CH3:23])[CH3:22])[C:18]=3[N:20]=2)[CH2:3][CH2:2]1, predict the reactants needed to synthesize it. The reactants are: [CH:1]1([C:4](=O)[CH2:5][C:6](=O)[C:7]([O:9][CH2:10][CH3:11])=[O:8])[CH2:3][CH2:2]1.[CH3:14][C:15]1[CH:19]=[C:18]([NH2:20])[N:17]([CH:21]([CH3:23])[CH3:22])[N:16]=1. (7) Given the product [C:1]([O:5][C:6](=[O:23])[NH:7][C:8]1[CH:13]=[CH:12][C:11]([C:14]2[CH:15]=[CH:16][CH:17]=[CH:18][CH:19]=2)=[CH:10][C:9]=1[NH2:20])([CH3:4])([CH3:2])[CH3:3], predict the reactants needed to synthesize it. The reactants are: [C:1]([O:5][C:6](=[O:23])[NH:7][C:8]1[CH:13]=[CH:12][C:11]([C:14]2[CH:19]=[CH:18][CH:17]=[CH:16][CH:15]=2)=[CH:10][C:9]=1[N+:20]([O-])=O)([CH3:4])([CH3:3])[CH3:2].